From a dataset of Forward reaction prediction with 1.9M reactions from USPTO patents (1976-2016). Predict the product of the given reaction. (1) Given the reactants I[C:2]1[CH:7]=[CH:6][C:5]([S:8]([CH3:11])(=[O:10])=[O:9])=[CH:4][C:3]=1[C:12]([N:14]1[CH2:19][CH2:18][N:17]([C:20]2[CH:25]=[CH:24][C:23]([C:26]([F:29])([F:28])[F:27])=[CH:22][CH:21]=2)[CH2:16][CH2:15]1)=[O:13].[CH3:30][Sn:31]([CH3:37])([CH3:36])[Sn:31]([CH3:37])([CH3:36])[CH3:30], predict the reaction product. The product is: [CH3:11][S:8]([C:5]1[CH:6]=[CH:7][C:2]([Sn:31]([CH3:37])([CH3:36])[CH3:30])=[C:3]([C:12]([N:14]2[CH2:19][CH2:18][N:17]([C:20]3[CH:25]=[CH:24][C:23]([C:26]([F:29])([F:28])[F:27])=[CH:22][CH:21]=3)[CH2:16][CH2:15]2)=[O:13])[CH:4]=1)(=[O:10])=[O:9]. (2) Given the reactants [Si]([O:8][CH2:9][CH2:10][CH2:11][N:12]1[C:17](=[O:18])[C:16]2[C:19]([CH:32]([C:34]3[CH:39]=[CH:38][C:37]([Cl:40])=[CH:36][CH:35]=3)[OH:33])=[C:20](C3C=CC=CC=3C(C)C)[CH:21]=[N:22][C:15]=2[N:14]([CH3:41])[C:13]1=[O:42])(C(C)(C)C)(C)C.[F:43][C:44]([F:56])([F:55])[O:45][C:46]1[CH:47]=[C:48](B(O)O)[CH:49]=[CH:50][CH:51]=1.O.[C:58]([O-])([O-])=O.[K+].[K+].O1[CH2:69][CH2:68][O:67][CH2:66][CH2:65]1, predict the reaction product. The product is: [Cl:40][C:37]1[CH:36]=[CH:35][C:34]([CH:32]([OH:33])[C:19]2[C:16]3[C:17](=[O:18])[N:12]([CH2:11][CH2:10][CH2:9][O:8][CH:68]4[CH2:69][CH2:58][CH2:65][CH2:66][O:67]4)[C:13](=[O:42])[N:14]([CH3:41])[C:15]=3[N:22]=[CH:21][C:20]=2[C:50]2[CH:49]=[CH:48][CH:47]=[C:46]([O:45][C:44]([F:56])([F:55])[F:43])[CH:51]=2)=[CH:39][CH:38]=1. (3) Given the reactants [F:1][C:2]1[CH:3]=[C:4]2[C:8](=[CH:9][C:10]=1[O:11]C)[N:7]([S:13]([CH3:16])(=[O:15])=[O:14])[CH:6]=[CH:5]2.B(Br)(Br)Br, predict the reaction product. The product is: [F:1][C:2]1[CH:3]=[C:4]2[C:8](=[CH:9][C:10]=1[OH:11])[N:7]([S:13]([CH3:16])(=[O:14])=[O:15])[CH:6]=[CH:5]2. (4) Given the reactants [Br:1][CH2:2][C:3]1[CH:8]=[CH:7][C:6]([S:9](Cl)(=[O:11])=[O:10])=[CH:5][CH:4]=1.[CH3:13][NH:14][CH3:15].C(N(CC)C(C)C)(C)C, predict the reaction product. The product is: [Br:1][CH2:2][C:3]1[CH:8]=[CH:7][C:6]([S:9]([N:14]([CH3:15])[CH3:13])(=[O:11])=[O:10])=[CH:5][CH:4]=1.